Dataset: Full USPTO retrosynthesis dataset with 1.9M reactions from patents (1976-2016). Task: Predict the reactants needed to synthesize the given product. (1) Given the product [Br:1][C:2]1[C:3]([F:24])=[C:4]([C:5](=[N:34][OH:33])[NH:7][C:8]2[CH:13]=[CH:12][CH:11]=[C:10]([C:14]3[N:18]([CH3:19])[C:17]([CH3:20])=[N:16][CH:15]=3)[CH:9]=2)[CH:21]=[CH:22][CH:23]=1, predict the reactants needed to synthesize it. The reactants are: [Br:1][C:2]1[C:3]([F:24])=[C:4]([CH:21]=[CH:22][CH:23]=1)[C:5]([NH:7][C:8]1[CH:13]=[CH:12][CH:11]=[C:10]([C:14]2[N:18]([CH3:19])[C:17]([CH3:20])=[N:16][CH:15]=2)[CH:9]=1)=O.P(Cl)(Cl)(Cl)(Cl)Cl.C[Si](C)(C)[O:33][NH2:34]. (2) Given the product [F:1][C:2]1[CH:21]=[CH:20][CH:19]=[CH:18][C:3]=1[CH2:4][N:5]1[C:9]([C:10]2[CH:14]=[CH:13][O:12][N:11]=2)=[CH:8][C:7]([C:15]2[N:16]=[C:26]([OH:27])[C:25]([O:30][CH3:31])=[CH:24][N:17]=2)=[N:6]1, predict the reactants needed to synthesize it. The reactants are: [F:1][C:2]1[CH:21]=[CH:20][CH:19]=[CH:18][C:3]=1[CH2:4][N:5]1[C:9]([C:10]2[CH:14]=[CH:13][O:12][N:11]=2)=[CH:8][C:7]([C:15](=[NH:17])[NH2:16])=[N:6]1.CN(C)[CH:24]=[C:25]([O:30][CH3:31])[C:26](OC)=[O:27].N1(C2CCCCCCCCCC2)CCCN=CCCCCC1. (3) Given the product [CH3:7][O:6][C:4](=[O:5])[C:3]1[C:8]([C:18]2[N:23]=[CH:22][CH:21]=[CH:20][N:19]=2)=[CH:9][CH:10]=[CH:11][C:2]=1[F:1], predict the reactants needed to synthesize it. The reactants are: [F:1][C:2]1[CH:11]=[CH:10][CH:9]=[C:8](I)[C:3]=1[C:4]([O:6][CH3:7])=[O:5].C([Sn](CCCC)(CCCC)[C:18]1[N:23]=[CH:22][CH:21]=[CH:20][N:19]=1)CCC.[F-].[Cs+]. (4) Given the product [C:56]1([CH:33]([C:27]2[CH:28]=[CH:29][CH:30]=[CH:31][CH:32]=2)[N:34]2[C:42]3[C:37](=[CH:38][C:39]([CH3:43])=[CH:40][CH:41]=3)[CH:36]([C:44]3[C:52]([OH:53])=[CH:51][C:47]4[O:48][CH2:49][O:50][C:46]=4[CH:45]=3)[C:35]2=[O:55])[CH:57]=[CH:58][CH:59]=[CH:60][CH:61]=1, predict the reactants needed to synthesize it. The reactants are: C1(CCN2C3C(=CC=CC=3)C(O)(C3C(O)=CC4OCOC=4C=3)C2=O)CC1.[C:27]1([CH:33]([C:56]2[CH:61]=[CH:60][CH:59]=[CH:58][CH:57]=2)[N:34]2[C:42]3[C:37](=[CH:38][C:39]([CH3:43])=[CH:40][CH:41]=3)[C:36](O)([C:44]3[C:52]([OH:53])=[CH:51][C:47]4[O:48][CH2:49][O:50][C:46]=4[CH:45]=3)[C:35]2=[O:55])[CH:32]=[CH:31][CH:30]=[CH:29][CH:28]=1. (5) Given the product [Cl:1][C:2]1[N:7]=[CH:6][C:5]([CH:8]2[O:24][C:47](=[O:49])[NH:44][CH:9]2[CH2:13][C:14]2[CH:15]=[CH:16][C:17]([C:20]([F:21])([F:22])[F:23])=[CH:18][CH:19]=2)=[CH:4][CH:3]=1, predict the reactants needed to synthesize it. The reactants are: [Cl:1][C:2]1[N:7]=[CH:6][C:5]([CH:8]([OH:24])[CH:9]([CH2:13][C:14]2[CH:19]=[CH:18][C:17]([C:20]([F:23])([F:22])[F:21])=[CH:16][CH:15]=2)C(O)=O)=[CH:4][CH:3]=1.C1(P(N=[N+]=[N-])(C2C=CC=CC=2)=O)C=CC=CC=1.C([N:44]([CH2:47]C)CC)C.[OH2:49]. (6) The reactants are: C1(C(=[N:14][C:15]2[N:16]=[CH:17][C:18]([N:21]3[CH2:26][CH2:25][N:24]([C:27]([O:29][C:30]([CH3:33])([CH3:32])[CH3:31])=[O:28])[CH2:23][C@@H:22]3[CH3:34])=[N:19][CH:20]=2)C2C=CC=CC=2)C=CC=CC=1.C([O-])(=O)C.[Na+].Cl.NO. Given the product [NH2:14][C:15]1[N:16]=[CH:17][C:18]([N:21]2[CH2:26][CH2:25][N:24]([C:27]([O:29][C:30]([CH3:33])([CH3:32])[CH3:31])=[O:28])[CH2:23][C@@H:22]2[CH3:34])=[N:19][CH:20]=1, predict the reactants needed to synthesize it. (7) Given the product [ClH:8].[Cl:8][C:6]1[CH:5]=[CH:4][C:3]([S:9][CH2:11][C:12]2[CH:17]=[CH:16][CH:15]=[C:14]([N+:18]([O-:20])=[O:19])[CH:13]=2)=[C:2]([CH:7]=1)[NH2:1], predict the reactants needed to synthesize it. The reactants are: [NH2:1][C:2]1[CH:7]=[C:6]([Cl:8])[CH:5]=[CH:4][C:3]=1[SH:9].Br[CH2:11][C:12]1[CH:17]=[CH:16][CH:15]=[C:14]([N+:18]([O-:20])=[O:19])[CH:13]=1.[OH-].[Na+]. (8) The reactants are: [NH:1]1[C:9]2[C:4](=[CH:5][CH:6]=[CH:7][CH:8]=2)[CH:3]=[C:2]1[C:10]1[O:14][CH:13]=[N:12][CH:11]=1.[C:15]([O:19][C:20](O[C:20]([O:19][C:15]([CH3:18])([CH3:17])[CH3:16])=[O:21])=[O:21])([CH3:18])([CH3:17])[CH3:16].C(N(CC)CC)C. Given the product [O:14]1[C:10]([C:2]2[N:1]([C:20]([O:19][C:15]([CH3:18])([CH3:17])[CH3:16])=[O:21])[C:9]3[C:4]([CH:3]=2)=[CH:5][CH:6]=[CH:7][CH:8]=3)=[CH:11][N:12]=[CH:13]1, predict the reactants needed to synthesize it. (9) Given the product [C:1]([O:5][C:6]([N:8]([CH2:13][C:14]1[CH:22]=[CH:21][C:17]([C:18]([O:20][C@H:40]([C:42]2[CH:47]=[CH:46][C:45]([O:48][CH:49]([F:50])[F:51])=[C:44]([O:52][CH2:53][CH:54]3[CH2:55][CH2:56]3)[CH:43]=2)[CH2:39][C:38]2[C:37]([Cl:57])=[CH:36][N+:35]([O-:58])=[CH:34][C:33]=2[Cl:32])=[O:19])=[CH:16][C:15]=1[O:23][CH2:24][CH:25]1[CH2:26][CH2:27]1)[S:9]([CH3:12])(=[O:11])=[O:10])=[O:7])([CH3:4])([CH3:2])[CH3:3], predict the reactants needed to synthesize it. The reactants are: [C:1]([O:5][C:6]([N:8]([CH2:13][C:14]1[CH:22]=[CH:21][C:17]([C:18]([OH:20])=[O:19])=[CH:16][C:15]=1[O:23][CH2:24][CH:25]1[CH2:27][CH2:26]1)[S:9]([CH3:12])(=[O:11])=[O:10])=[O:7])([CH3:4])([CH3:3])[CH3:2].C(Cl)CCl.[Cl:32][C:33]1[CH:34]=[N+:35]([O-:58])[CH:36]=[C:37]([Cl:57])[C:38]=1[CH2:39][C@@H:40]([C:42]1[CH:47]=[CH:46][C:45]([O:48][CH:49]([F:51])[F:50])=[C:44]([O:52][CH2:53][CH:54]2[CH2:56][CH2:55]2)[CH:43]=1)O. (10) The reactants are: [CH3:1][O:2][C:3](=[O:23])[C:4]1[CH:9]=[CH:8][C:7]([S:10]([N:13]2[C:21]3[C:16](=[CH:17][CH:18]=[CH:19][CH:20]=3)[C:15](I)=[CH:14]2)(=[O:12])=[O:11])=[CH:6][CH:5]=1.[F:24][C:25]1[C:30](B(O)O)=[CH:29][CH:28]=[CH:27][N:26]=1.C(=O)([O-])[O-].[Na+].[Na+].ClCCl. Given the product [CH3:1][O:2][C:3](=[O:23])[C:4]1[CH:9]=[CH:8][C:7]([S:10]([N:13]2[C:21]3[C:16](=[CH:17][CH:18]=[CH:19][CH:20]=3)[C:15]([C:30]3[C:25]([F:24])=[N:26][CH:27]=[CH:28][CH:29]=3)=[CH:14]2)(=[O:12])=[O:11])=[CH:6][CH:5]=1, predict the reactants needed to synthesize it.